Task: Predict which catalyst facilitates the given reaction.. Dataset: Catalyst prediction with 721,799 reactions and 888 catalyst types from USPTO (1) Reactant: [OH:1][CH:2]1[CH2:7][CH2:6][CH2:5][NH:4][CH2:3]1.[OH-].[Na+].Cl[C:11]1[N:16]=[C:15]([NH:17][C:18]2[CH:23]=[CH:22][C:21]([O:24][CH3:25])=[C:20]([Cl:26])[CH:19]=2)[N:14]=[C:13]([NH:27][CH:28]2[CH2:34][CH2:33][CH2:32][CH2:31][CH2:30][CH2:29]2)[N:12]=1. Product: [Cl:26][C:20]1[CH:19]=[C:18]([NH:17][C:15]2[N:14]=[C:13]([NH:27][CH:28]3[CH2:29][CH2:30][CH2:31][CH2:32][CH2:33][CH2:34]3)[N:12]=[C:11]([N:4]3[CH2:5][CH2:6][CH2:7][CH:2]([OH:1])[CH2:3]3)[N:16]=2)[CH:23]=[CH:22][C:21]=1[O:24][CH3:25]. The catalyst class is: 48. (2) The catalyst class is: 101. Product: [Br:1][C:2]1[N:3]=[CH:4][C:5]([N:12]2[CH2:11][CH2:10][N:9]([C:15]([O:17][C:18]([CH3:21])([CH3:20])[CH3:19])=[O:16])[CH2:14][CH2:13]2)=[CH:6][CH:7]=1. Reactant: [Br:1][C:2]1[CH:7]=[CH:6][C:5](I)=[CH:4][N:3]=1.[N:9]1([C:15]([O:17][C:18]([CH3:21])([CH3:20])[CH3:19])=[O:16])[CH2:14][CH2:13][NH:12][CH2:11][CH2:10]1.C1(P(C2C=CC=CC=2)C2C3OC4C(=CC=CC=4P(C4C=CC=CC=4)C4C=CC=CC=4)C(C)(C)C=3C=CC=2)C=CC=CC=1.CC([O-])(C)C.[Na+]. (3) Reactant: [CH2:1]([N:3]([CH:13]1[CH2:18][CH2:17][O:16][CH2:15][CH2:14]1)[C:4]1[S:8][CH:7]=[C:6]([C:9]([OH:11])=O)[C:5]=1[CH3:12])[CH3:2].C1C=NC2N(O)N=NC=2C=1.C(Cl)CCl.Cl.[NH2:34][CH2:35][C:36]1[C:37](=[O:45])[N:38]([CH3:44])[C:39]([CH3:43])=[CH:40][C:41]=1[CH3:42].CN1CCOCC1.[NH4+].[OH-]. The catalyst class is: 18. Product: [CH2:1]([N:3]([CH:13]1[CH2:18][CH2:17][O:16][CH2:15][CH2:14]1)[C:4]1[S:8][CH:7]=[C:6]([C:9]([NH:34][CH2:35][C:36]2[C:37](=[O:45])[N:38]([CH3:44])[C:39]([CH3:43])=[CH:40][C:41]=2[CH3:42])=[O:11])[C:5]=1[CH3:12])[CH3:2]. (4) Reactant: [NH2:1][C:2]1[C:7]2[C:8]([C:18]([NH:20][CH3:21])=[O:19])=[C:9]([C:11]3[CH:16]=[CH:15][C:14]([F:17])=[CH:13][CH:12]=3)[O:10][C:6]=2[CH:5]=[CH:4][C:3]=1[C:22]1[CH:27]=[CH:26][CH:25]=[C:24]([C:28](=[O:39])[NH:29][C:30]([C:33]2[CH:38]=[CH:37][CH:36]=[CH:35][CH:34]=2)([CH3:32])[CH3:31])[CH:23]=1.[C:40](Cl)(=[O:42])[CH3:41]. Product: [C:40]([NH:1][C:2]1[C:7]2[C:8]([C:18]([NH:20][CH3:21])=[O:19])=[C:9]([C:11]3[CH:16]=[CH:15][C:14]([F:17])=[CH:13][CH:12]=3)[O:10][C:6]=2[CH:5]=[CH:4][C:3]=1[C:22]1[CH:27]=[CH:26][CH:25]=[C:24]([C:28](=[O:39])[NH:29][C:30]([C:33]2[CH:34]=[CH:35][CH:36]=[CH:37][CH:38]=2)([CH3:32])[CH3:31])[CH:23]=1)(=[O:42])[CH3:41]. The catalyst class is: 17. (5) Reactant: Cl.FC(F)(F)C(O)=O.[F:9][C:10]1[CH:45]=[CH:44][CH:43]=[C:42]([F:46])[C:11]=1[CH2:12][O:13][C:14]1[C:15]2[N:16]([C:21]([C:25]([NH:27][CH:28]3[CH2:34][CH2:33][CH2:32][CH2:31][N:30](C(OC(C)(C)C)=O)[CH2:29]3)=[O:26])=[C:22]([CH3:24])[N:23]=2)[CH:17]=[C:18]([CH3:20])[CH:19]=1. Product: [NH:30]1[CH2:31][CH2:32][CH2:33][CH2:34][CH:28]([NH:27][C:25]([C:21]2[N:16]3[CH:17]=[C:18]([CH3:20])[CH:19]=[C:14]([O:13][CH2:12][C:11]4[C:42]([F:46])=[CH:43][CH:44]=[CH:45][C:10]=4[F:9])[C:15]3=[N:23][C:22]=2[CH3:24])=[O:26])[CH2:29]1. The catalyst class is: 27. (6) Reactant: [F:1][C:2]1[CH:21]=[CH:20][C:5]([O:6][C:7]2[CH:8]=[C:9]([S:13]([CH2:16][CH2:17][CH2:18][NH2:19])(=[O:15])=[O:14])[CH:10]=[CH:11][CH:12]=2)=[CH:4][C:3]=1[C:22]1[C:31]2[C:26](=[C:27]([C:32]([F:35])([F:34])[F:33])[CH:28]=[CH:29][CH:30]=2)[N:25]=[CH:24][N:23]=1.[CH3:36][S:37](Cl)(=[O:39])=[O:38].C(N(CC)CC)C. Product: [F:1][C:2]1[CH:21]=[CH:20][C:5]([O:6][C:7]2[CH:8]=[C:9]([S:13]([CH2:16][CH2:17][CH2:18][NH:19][S:37]([CH3:36])(=[O:39])=[O:38])(=[O:15])=[O:14])[CH:10]=[CH:11][CH:12]=2)=[CH:4][C:3]=1[C:22]1[C:31]2[C:26](=[C:27]([C:32]([F:35])([F:34])[F:33])[CH:28]=[CH:29][CH:30]=2)[N:25]=[CH:24][N:23]=1. The catalyst class is: 2. (7) Reactant: [Cl:1][C:2]1[CH:3]=[CH:4][C:5]([O:29][CH:30]([F:32])[F:31])=[C:6]([C:8]2[C:12]([NH:13][C:14]([C:16]3[CH:17]=[N:18][N:19]4[CH:24]=[CH:23][CH:22]=[N:21][C:20]=34)=[O:15])=[CH:11][N:10]([CH2:25][C:26](O)=[O:27])[N:9]=2)[CH:7]=1.Cl.[N:34]1([CH2:40][CH2:41][N:42]2[CH2:47][CH2:46][CH:45]([C:48]([O:50][CH2:51][CH3:52])=[O:49])[CH2:44][CH2:43]2)[CH2:39][CH2:38][NH:37][CH2:36][CH2:35]1.CCN(C(C)C)C(C)C.CN(C(ON1N=NC2C=CC=NC1=2)=[N+](C)C)C.F[P-](F)(F)(F)(F)F. Product: [Cl:1][C:2]1[CH:3]=[CH:4][C:5]([O:29][CH:30]([F:32])[F:31])=[C:6]([C:8]2[C:12]([NH:13][C:14]([C:16]3[CH:17]=[N:18][N:19]4[CH:24]=[CH:23][CH:22]=[N:21][C:20]=34)=[O:15])=[CH:11][N:10]([CH2:25][C:26]([N:37]3[CH2:36][CH2:35][N:34]([CH2:40][CH2:41][N:42]4[CH2:43][CH2:44][CH:45]([C:48]([O:50][CH2:51][CH3:52])=[O:49])[CH2:46][CH2:47]4)[CH2:39][CH2:38]3)=[O:27])[N:9]=2)[CH:7]=1. The catalyst class is: 3.